Dataset: TCR-epitope binding with 47,182 pairs between 192 epitopes and 23,139 TCRs. Task: Binary Classification. Given a T-cell receptor sequence (or CDR3 region) and an epitope sequence, predict whether binding occurs between them. (1) The epitope is IIKDYGKQM. The TCR CDR3 sequence is CASGLALRGGDQETQYF. Result: 1 (the TCR binds to the epitope). (2) The epitope is CLGGLLTMV. The TCR CDR3 sequence is CASSLAQGAGGELFF. Result: 0 (the TCR does not bind to the epitope). (3) The epitope is SLYNTVATL. Result: 0 (the TCR does not bind to the epitope). The TCR CDR3 sequence is CASSYEGGVESPLHF. (4) The epitope is FLNGSCGSV. The TCR CDR3 sequence is CASSPEWDRGPGELFF. Result: 0 (the TCR does not bind to the epitope). (5) The epitope is TLVPQEHYV. The TCR CDR3 sequence is CASSLARTDKETQYF. Result: 0 (the TCR does not bind to the epitope). (6) The epitope is FPPTSFGPL. The TCR CDR3 sequence is CASSPDWETQYF. Result: 1 (the TCR binds to the epitope).